This data is from Catalyst prediction with 721,799 reactions and 888 catalyst types from USPTO. The task is: Predict which catalyst facilitates the given reaction. (1) Reactant: Cl.[NH2:2][C@H:3]1[CH2:8][CH2:7][C@H:6]([C:9]([OH:11])=[O:10])[CH2:5][CH2:4]1.[Br:12][C:13]1[CH:14]=[CH:15][C:16](F)=[N:17][CH:18]=1.C(=O)([O-])[O-].[K+].[K+].CCN(C(C)C)C(C)C. Product: [Br:12][C:13]1[CH:14]=[CH:15][C:16]([NH:2][C@H:3]2[CH2:8][CH2:7][C@H:6]([C:9]([OH:11])=[O:10])[CH2:5][CH2:4]2)=[N:17][CH:18]=1. The catalyst class is: 37. (2) Reactant: [OH-].[Li+].C([O:5][C:6]([CH:8]1[CH2:13][CH2:12][CH:11]([O:14][C:15]2[CH:20]=[CH:19][C:18]([NH:21][C:22]([C:24]3[O:25][C:26]([NH:29][C:30]4[CH:35]=[C:34]([F:36])[C:33]([F:37])=[C:32]([F:38])[CH:31]=4)=[N:27][N:28]=3)=[O:23])=[C:17]([F:39])[CH:16]=2)[CH2:10][CH2:9]1)=[O:7])C.C1COCC1.CO. Product: [F:39][C:17]1[CH:16]=[C:15]([CH:20]=[CH:19][C:18]=1[NH:21][C:22]([C:24]1[O:25][C:26]([NH:29][C:30]2[CH:31]=[C:32]([F:38])[C:33]([F:37])=[C:34]([F:36])[CH:35]=2)=[N:27][N:28]=1)=[O:23])[O:14][C@@H:11]1[CH2:10][CH2:9][C@H:8]([C:6]([OH:7])=[O:5])[CH2:13][CH2:12]1. The catalyst class is: 6. (3) Reactant: [CH3:1][O:2][C:3](=[O:20])[CH:4]([C:12]1[CH:17]=[CH:16][C:15]([Cl:18])=[C:14]([Cl:19])[CH:13]=1)[CH2:5][CH:6]1[CH2:10][CH2:9][CH2:8][CH:7]1[OH:11].C[N+]1([O-])CCOCC1.C([N+](CCC)(CCC)CCC)CC. Product: [CH3:1][O:2][C:3](=[O:20])[CH:4]([C:12]1[CH:17]=[CH:16][C:15]([Cl:18])=[C:14]([Cl:19])[CH:13]=1)[CH2:5][CH:6]1[CH2:10][CH2:9][CH2:8][C:7]1=[O:11]. The catalyst class is: 2. (4) Reactant: [F:1][C:2]1[CH:3]=[C:4]([NH:20][C:21](=[O:23])[CH3:22])[CH:5]=[C:6]([F:19])[C:7]=1[S:8][C:9]1[CH:14]=[CH:13][C:12]([CH3:15])=[CH:11][C:10]=1[N+:16]([O-])=O.[NH4+].[Cl-]. Product: [NH2:16][C:10]1[CH:11]=[C:12]([CH3:15])[CH:13]=[CH:14][C:9]=1[S:8][C:7]1[C:2]([F:1])=[CH:3][C:4]([NH:20][C:21](=[O:23])[CH3:22])=[CH:5][C:6]=1[F:19]. The catalyst class is: 292. (5) Reactant: [F:1][C:2]1[CH:7]=[CH:6][C:5]([C:8]2[N:9]=[CH:10][O:11][C:12]=2[CH2:13]O)=[CH:4][CH:3]=1.P(Cl)(Cl)([Cl:17])=O. Product: [Cl:17][CH2:13][C:12]1[O:11][CH:10]=[N:9][C:8]=1[C:5]1[CH:6]=[CH:7][C:2]([F:1])=[CH:3][CH:4]=1. The catalyst class is: 9. (6) Reactant: [O:1]([CH2:8][CH2:9][CH2:10][CH2:11][CH2:12][CH2:13]Br)[C:2]1[CH:7]=[CH:6][CH:5]=[CH:4][CH:3]=1.[C:15]([O-:19])(=[O:18])[CH:16]=[CH2:17].[K+].[I-].[K+]. Product: [C:15]([O:19][CH2:13][CH2:12][CH2:11][CH2:10][CH2:9][CH2:8][O:1][C:2]1[CH:7]=[CH:6][CH:5]=[CH:4][CH:3]=1)(=[O:18])[CH:16]=[CH2:17]. The catalyst class is: 9. (7) Reactant: C(=O)([O-])[O-].[K+].[K+].[CH3:7][O:8][CH2:9][CH2:10]Br.[Br:12][C:13]1[CH:18]=[C:17]([CH2:19][CH3:20])[CH:16]=[CH:15][C:14]=1[OH:21]. Product: [Br:12][C:13]1[CH:18]=[C:17]([CH2:19][CH3:20])[CH:16]=[CH:15][C:14]=1[O:21][CH2:10][CH2:9][O:8][CH3:7]. The catalyst class is: 3.